Predict the reaction yield, written as a fraction of the theoretical maximum amount of product (1.0 means a 100% yield; for example, 0.34 means a 34% yield). From a dataset of Reaction yield outcomes from USPTO patents with 853,638 reactions. (1) The reactants are C1(P(C2C=CC=CC=2)C2C=CC=CC=2)C=CC=CC=1.[F:20][C:21]1[CH:22]=[C:23]([CH:26]=[C:27]([OH:29])[CH:28]=1)[C:24]#[N:25].N(C(OC(C)(C)C)=O)=NC(OC(C)(C)C)=O.[F:46][CH:47]1[CH:52](O)[CH2:51][CH2:50][N:49]([CH2:54][CH:55]([N:59]2[CH:63]=[C:62]([C:64]3[C:65]4[CH:72]=[CH:71][N:70]([CH2:73][O:74][CH2:75][CH2:76][Si:77]([CH3:80])([CH3:79])[CH3:78])[C:66]=4[N:67]=[CH:68][N:69]=3)[CH:61]=[N:60]2)[CH2:56][C:57]#[N:58])[CH2:48]1.C1C=CC(COC(/N=N/C(OCC2C=CC=CC=2)=O)=O)=CC=1. The catalyst is C(Cl)Cl. The product is [C:57]([CH2:56][CH:55]([N:59]1[CH:63]=[C:62]([C:64]2[C:65]3[CH:72]=[CH:71][N:70]([CH2:73][O:74][CH2:75][CH2:76][Si:77]([CH3:78])([CH3:80])[CH3:79])[C:66]=3[N:67]=[CH:68][N:69]=2)[CH:61]=[N:60]1)[CH2:54][N:49]1[CH2:50][CH2:51][CH:52]([O:29][C:27]2[CH:26]=[C:23]([CH:22]=[C:21]([F:20])[CH:28]=2)[C:24]#[N:25])[CH:47]([F:46])[CH2:48]1)#[N:58]. The yield is 0.290. (2) The reactants are [N+:1]([CH:4]1[N:8]([C:9]2[CH:14]=[CH:13][N:12]=[CH:11][CH:10]=2)[CH:7]=[CH:6][NH:5]1)([O-])=O. The catalyst is CO.N.CO. The product is [NH2:1][CH:4]1[N:8]([C:9]2[CH:14]=[CH:13][N:12]=[CH:11][CH:10]=2)[CH:7]=[CH:6][NH:5]1. The yield is 0.850. (3) The reactants are [Br:1][C:2]1[CH:7]=[CH:6][C:5]([OH:8])=[C:4]([CH3:9])[CH:3]=1.C(N(CC)CC)C.Cl[C:18]([O:20][CH3:21])=[O:19]. The catalyst is ClCCl. The product is [C:18](=[O:19])([O:20][CH3:21])[O:8][C:5]1[CH:6]=[CH:7][C:2]([Br:1])=[CH:3][C:4]=1[CH3:9]. The yield is 0.860. (4) The product is [CH:36]1([CH2:24][NH:23][C:20]2[S:21][CH:22]=[C:18]([CH2:17][O:16][N:15]=[C:8]([C:5]3[CH:6]=[CH:7][C:2]([F:1])=[C:3]([CH3:31])[CH:4]=3)[C:9]3[N:13]([CH3:14])[N:12]=[N:11][N:10]=3)[N:19]=2)[CH2:38][CH2:37]1. The catalyst is CN(C)C=O.O. The reactants are [F:1][C:2]1[CH:7]=[CH:6][C:5]([C:8](=[N:15][O:16][CH2:17][C:18]2[N:19]=[C:20]([NH:23][C:24](=O)OC(C)(C)C)[S:21][CH:22]=2)[C:9]2[N:13]([CH3:14])[N:12]=[N:11][N:10]=2)=[CH:4][C:3]=1[CH3:31].[H-].[Na+].BrC[CH:36]1[CH2:38][CH2:37]1.FC(F)(F)C(O)=O.C(=O)(O)[O-]. The yield is 0.150. (5) The reactants are [Cl:1][C:2]1[N:6]2[CH:7]=[C:8]([CH:15]3[CH:19]=[CH:18][CH2:17][O:16]3)[CH:9]=[C:10]([C:11]([F:14])([F:13])[F:12])[C:5]2=[N:4][C:3]=1[C:20]([O:22][CH3:23])=[O:21].C1(SC2C=CC=CC=2)C=CC=CC=1.[H][H]. The catalyst is C(OCC)(=O)C.[Pd]. The product is [Cl:1][C:2]1[N:6]2[CH:7]=[C:8]([CH:15]3[CH2:19][CH2:18][CH2:17][O:16]3)[CH:9]=[C:10]([C:11]([F:13])([F:12])[F:14])[C:5]2=[N:4][C:3]=1[C:20]([O:22][CH3:23])=[O:21]. The yield is 0.850. (6) The reactants are C1N=CN(C(N2C=NC=C2)=O)C=1.[NH2:13][C:14]1[C:22]([Cl:23])=[CH:21][C:17]([C:18]([OH:20])=O)=[C:16]([O:24][CH3:25])[CH:15]=1.[K+].[CH2:27]([O:29][C:30](=[O:35])[CH2:31]C([O-])=O)[CH3:28].[Mg+2].[Cl-].[Cl-]. The catalyst is C1COCC1.CCOCC. The product is [NH2:13][C:14]1[C:22]([Cl:23])=[CH:21][C:17]([C:18](=[O:20])[CH2:31][C:30]([O:29][CH2:27][CH3:28])=[O:35])=[C:16]([O:24][CH3:25])[CH:15]=1. The yield is 0.620. (7) The reactants are C[O:2][C:3]1(OC)[CH2:8][CH2:7][N:6]([C:9]2[CH:14]=[CH:13][C:12]([N:15]3[CH2:19][C@@H:18]([CH2:20][N:21]=[N+:22]=[N-:23])[O:17][C:16]3=[O:24])=[CH:11][C:10]=2[F:25])[CH2:5][CH:4]1[F:26].CSC.C(Cl)(=O)C. No catalyst specified. The product is [O:2]=[C:3]1[CH2:8][CH2:7][N:6]([C:9]2[CH:14]=[CH:13][C:12]([N:15]3[CH2:19][C@@H:18]([CH2:20][N:21]=[N+:22]=[N-:23])[O:17][C:16]3=[O:24])=[CH:11][C:10]=2[F:25])[CH2:5][CH:4]1[F:26]. The yield is 0.690.